Dataset: Full USPTO retrosynthesis dataset with 1.9M reactions from patents (1976-2016). Task: Predict the reactants needed to synthesize the given product. (1) Given the product [Br:16][C:17]1[CH:22]=[CH:21][C:20]([CH2:23][N:13]2[CH2:14][CH2:15][N:10]([C:4]3[CH:5]=[CH:6][CH:7]=[C:8]([Cl:9])[C:3]=3[Cl:2])[CH2:11][CH2:12]2)=[CH:19][CH:18]=1, predict the reactants needed to synthesize it. The reactants are: Cl.[Cl:2][C:3]1[C:8]([Cl:9])=[CH:7][CH:6]=[CH:5][C:4]=1[N:10]1[CH2:15][CH2:14][NH:13][CH2:12][CH2:11]1.[Br:16][C:17]1[CH:22]=[CH:21][C:20]([CH2:23]Br)=[CH:19][CH:18]=1.C(N(CC)CC)C. (2) Given the product [NH2:16][CH2:15][C:14]1[CH:13]=[CH:12][C:11]([NH:10][C:8]([C:4]2[CH:3]=[C:2]([N:29]([CH2:30][CH:31]3[CH2:33][CH2:32]3)[CH2:26][CH2:27][CH3:28])[N:7]=[CH:6][N:5]=2)=[O:9])=[CH:25][CH:24]=1, predict the reactants needed to synthesize it. The reactants are: Cl[C:2]1[N:7]=[CH:6][N:5]=[C:4]([C:8]([NH:10][C:11]2[CH:25]=[CH:24][C:14]([CH2:15][NH:16]C(=O)OC(C)(C)C)=[CH:13][CH:12]=2)=[O:9])[CH:3]=1.[CH2:26]([NH:29][CH2:30][CH:31]1[CH2:33][CH2:32]1)[CH2:27][CH3:28]. (3) The reactants are: OC[C:3]1[CH:8]=[CH:7][C:6]([C:9]2[CH:14]=[CH:13][CH:12]=[C:11]([S:15]([C:18]3[CH:19]=[C:20]4[C:25](=[C:26]([CH3:28])[CH:27]=3)[N:24]=[CH:23][C:22]([C:29]([NH2:31])=[O:30])=[C:21]4[NH:32][C:33]3[CH:38]=[CH:37][CH:36]=[C:35]([O:39][CH3:40])[CH:34]=3)(=[O:17])=[O:16])[CH:10]=2)=[CH:5][CH:4]=1.[OH:41][CH2:42][CH2:43][CH2:44][CH2:45][CH2:46]C1C=CC(B(O)O)=CC=1. Given the product [OH:41][CH2:42][CH2:43][CH2:44][CH2:45][CH2:46][C:3]1[CH:4]=[CH:5][C:6]([C:9]2[CH:14]=[CH:13][CH:12]=[C:11]([S:15]([C:18]3[CH:19]=[C:20]4[C:25](=[C:26]([CH3:28])[CH:27]=3)[N:24]=[CH:23][C:22]([C:29]([NH2:31])=[O:30])=[C:21]4[NH:32][C:33]3[CH:38]=[CH:37][CH:36]=[C:35]([O:39][CH3:40])[CH:34]=3)(=[O:17])=[O:16])[CH:10]=2)=[CH:7][CH:8]=1, predict the reactants needed to synthesize it. (4) Given the product [Cl:1][C:2]1[CH:21]=[CH:20][CH:19]=[C:18]([Cl:22])[C:3]=1[CH2:4][C:5]1[NH:10][C:9]([CH3:11])=[C:8]([C:12]([O:14][CH2:15][CH3:16])=[O:13])[C:7](=[O:17])[CH:6]=1, predict the reactants needed to synthesize it. The reactants are: [Cl:1][C:2]1[CH:21]=[CH:20][CH:19]=[C:18]([Cl:22])[C:3]=1[CH2:4][CH:5]1[NH:10][C:9]([CH3:11])=[C:8]([C:12]([O:14][CH2:15][CH3:16])=[O:13])[C:7](=[O:17])[CH2:6]1.ClC1C(=O)C(C#N)=C(C#N)C(=O)C=1Cl. (5) Given the product [ClH:31].[CH3:32][N:33]([CH3:38])[CH2:34][C:35]([O:29][CH2:28][C:2]([F:1])([F:30])[CH2:3][N:4]1[C:8]([C:9]2[CH:10]=[CH:11][C:12]([F:15])=[CH:13][CH:14]=2)=[C:7]([C:16]2[CH:17]=[CH:18][C:19]3[O:24][CH2:23][C:22](=[O:25])[NH:21][C:20]=3[CH:26]=2)[C:6]([CH3:27])=[N:5]1)=[O:36], predict the reactants needed to synthesize it. The reactants are: [F:1][C:2]([F:30])([CH2:28][OH:29])[CH2:3][N:4]1[C:8]([C:9]2[CH:14]=[CH:13][C:12]([F:15])=[CH:11][CH:10]=2)=[C:7]([C:16]2[CH:17]=[CH:18][C:19]3[O:24][CH2:23][C:22](=[O:25])[NH:21][C:20]=3[CH:26]=2)[C:6]([CH3:27])=[N:5]1.[ClH:31].[CH3:32][N:33]([CH3:38])[CH2:34][C:35](O)=[O:36].Cl.CN(C)CCCN=C=NCC. (6) The reactants are: [Cl:1][C:2]1[CH:7]=[CH:6][C:5]([CH2:8][C:9]2[C:18]3[C:13](=[CH:14][CH:15]=[CH:16][CH:17]=3)[C:12](=[O:19])[N:11]([CH:20]3[CH2:25][CH2:24][NH:23][CH2:22][CH2:21]3)[N:10]=2)=[CH:4][CH:3]=1.ClC1C=CC(CC2C3C(=CC=CC=3)C(=O)N(C[C@H]3CCCN3[CH2:51][CH2:52][C:53]([O:55][CH3:56])=[O:54])N=2)=CC=1. Given the product [Cl:1][C:2]1[CH:3]=[CH:4][C:5]([CH2:8][C:9]2=[N:10][N:11]([CH:20]3[CH2:25][CH2:24][N:23]([CH2:51][CH2:52][C:53]([O:55][CH3:56])=[O:54])[CH2:22][CH2:21]3)[C:12](=[O:19])/[C:13](=[CH:14]/[CH3:15])/[C:18]/2=[CH:17]\[CH3:16])=[CH:6][CH:7]=1, predict the reactants needed to synthesize it.